From a dataset of Antibody paratope prediction from SAbDab with 1,023 antibody chains. Token-level Classification. Given an antibody amino acid sequence, predict which amino acid positions are active in antigen binding. Output is a list of indices for active paratope positions. (1) Given the antibody sequence: QVQLQQSGTELVMPGASVKMSCKASGYTFTDYWMHWVKQRPGQGLEWIGSIDPSDSYTSHNEKFKGKATLTVDESSSTAYMQLSSLTSEDSAVYFCSRSGYGYYAMEYWGQGTSVTVSS, which amino acid positions are active in antigen binding (paratope)? The paratope positions are: [52, 83, 84, 85, 104, 105]. (2) Given the antibody sequence: QSVLTQPPSVSGAPGQRVSISCTGRSSNIGAGYDVHWYQQLPGKAPKLLIYGNTNRPSGVPVRFSGSMSGTSASLAITGLQAEDEADYYCQSYDSSLSGSVFGGGTKLTVL, which amino acid positions are active in antigen binding (paratope)? The paratope positions are: [29, 30, 31, 97, 98]. (3) Given the antibody sequence: EVKLQESGAGLVQPSQSLSLTCSVTGYSITSGYYWNWIRLFPGNKLEWVGYISNVGDNNYNPSLKDRLSITRDTSKNQFFLKLNSVTTEDTATYYCARSEYYSVTGYAMDYWGQGTTVTVSS, which amino acid positions are active in antigen binding (paratope)? The paratope positions are: [31, 53, 83, 84, 85, 104, 105, 106, 107, 108]. (4) Given the antibody sequence: EIVMSQSPDSLAVSLGERATINCKSSQSVLYKSDKKNYLAWYQQKSGQPPKLLIYWASTRESGVPDRFSGSGSGTDFTLTISSLQAEDVAVYYCQQYYSIPRTFGQGTKVDIK, which amino acid positions are active in antigen binding (paratope)? The paratope positions are: [30, 31, 32, 33, 34, 35].